Dataset: Full USPTO retrosynthesis dataset with 1.9M reactions from patents (1976-2016). Task: Predict the reactants needed to synthesize the given product. Given the product [NH2:22][C:23]1[C:31]2[C:30]([C:32]3[CH:37]=[CH:36][C:35]([Cl:38])=[C:34]([Cl:39])[CH:33]=3)=[N:29][C:8]([CH2:4][C:5]([O:7][CH2:14][CH3:15])=[O:6])=[N:27][C:26]=2[S:25][C:24]=1[C:43](=[O:44])[NH2:45], predict the reactants needed to synthesize it. The reactants are: [K+].C([CH:4]([C:8]([O-])=O)[C:5]([O-:7])=[O:6])C.[K+].Cl.[O-][CH2:14][CH3:15].[Mg+2].[O-]CC.[H-].[Na+].[NH2:22][C:23]1[C:31]2[C:30]([C:32]3[CH:37]=[CH:36][C:35]([Cl:38])=[C:34]([Cl:39])[CH:33]=3)=[N:29]C(S(C)=O)=[N:27][C:26]=2[S:25][C:24]=1[C:43]([NH2:45])=[O:44].